Dataset: Reaction yield outcomes from USPTO patents with 853,638 reactions. Task: Predict the reaction yield, written as a fraction of the theoretical maximum amount of product (1.0 means a 100% yield; for example, 0.34 means a 34% yield). The reactants are [NH2:1][C:2]1[CH:7]=[CH:6][C:5]([CH2:8][C:9]([OH:11])=[O:10])=[CH:4][CH:3]=1.Cl.[N:13]([O-])=O.[Na+].[C:17]1([CH2:23][C:24]([OH:26])=[O:25])[CH:22]=[CH:21][CH:20]=[CH:19][CH:18]=1.[OH-].[Na+]. The catalyst is O. The product is [C:9]([CH2:8][C:5]1[CH:4]=[CH:3][C:2]([N:1]=[N:13][C:20]2[CH:21]=[CH:22][C:17]([CH2:23][C:24]([OH:26])=[O:25])=[CH:18][CH:19]=2)=[CH:7][CH:6]=1)([OH:11])=[O:10]. The yield is 0.370.